This data is from Reaction yield outcomes from USPTO patents with 853,638 reactions. The task is: Predict the reaction yield, written as a fraction of the theoretical maximum amount of product (1.0 means a 100% yield; for example, 0.34 means a 34% yield). (1) The reactants are [Br:1][C:2]1[CH:7]=[CH:6][C:5]([N:8]2[C:19]3[C:11](=[CH:12][C:13]4[S:17][CH:16]=[N:15][C:14]=4[C:18]=3[F:20])[NH:10][C:9]2=[O:21])=[C:4]([Cl:22])[CH:3]=1.C(N(CC)CC)C.[CH2:30]([C:33]1([S:36](Cl)(=[O:38])=[O:37])[CH2:35][CH2:34]1)[CH:31]=[CH2:32].C([O-])(O)=O.[Na+]. The catalyst is C(Cl)Cl.CN(C1C=CN=CC=1)C. The product is [CH2:30]([C:33]1([S:36]([N:10]2[C:11]3=[CH:12][C:13]4[S:17][CH:16]=[N:15][C:14]=4[C:18]([F:20])=[C:19]3[N:8]([C:5]3[CH:6]=[CH:7][C:2]([Br:1])=[CH:3][C:4]=3[Cl:22])[C:9]2=[O:21])(=[O:38])=[O:37])[CH2:35][CH2:34]1)[CH:31]=[CH2:32]. The yield is 0.911. (2) The reactants are C(=O)(O)N.[F:5][C:6]1([OH:26])[C:19]2[O:20][C@@H:16]3[C@@:17]45[CH2:21][CH2:22][N:23]([CH3:24])[C@@H:11]([C@@H:12]4[CH:13]=[CH:14][C@@H:15]3[OH:25])[CH2:10][C:9]([C:18]5=2)=[CH:8][CH2:7]1.[H-].[Al+3].[Li+].[H-].[H-].[H-]. The catalyst is C1COCC1. The product is [F:5][C:6]1([OH:26])[C:19]2[O:20][C@@H:16]3[C@@:17]45[CH2:21][CH2:22][N:23]([CH3:24])[C@@H:11]([C@@H:12]4[CH:13]=[CH:14][C@@H:15]3[OH:25])[CH2:10][C:9]([C:18]5=2)=[CH:8][CH2:7]1. The yield is 0.780. (3) The yield is 0.300. The reactants are [Cl:1][C:2]1[CH:3]=[C:4]([N:12]=[C:13]2[N:18]([CH3:19])[C:17](=[O:20])[N:16]([CH2:21][C@@H:22]([C:24]([O:26][CH3:27])=[O:25])[CH3:23])[C:15](=[O:28])[NH:14]2)[CH:5]=[CH:6][C:7]=1[O:8][CH:9]([CH3:11])[CH3:10].[CH3:29][O:30][C:31]1[CH:38]=[CH:37][C:34]([CH2:35]Cl)=[CH:33][CH:32]=1.CN(C=O)C.C(=O)([O-])[O-].[K+].[K+]. The catalyst is O. The product is [Cl:1][C:2]1[CH:3]=[C:4]([N:12]=[C:13]2[N:14]([CH2:35][C:34]3[CH:37]=[CH:38][C:31]([O:30][CH3:29])=[CH:32][CH:33]=3)[C:15](=[O:28])[N:16]([CH2:21][C@@H:22]([C:24]([O:26][CH3:27])=[O:25])[CH3:23])[C:17](=[O:20])[N:18]2[CH3:19])[CH:5]=[CH:6][C:7]=1[O:8][CH:9]([CH3:10])[CH3:11]. (4) The reactants are Br[C:2]1[CH:7]=[C:6]([F:8])[CH:5]=[C:4]([Cl:9])[CH:3]=1.ClCCl.[CH3:13][N:14](C)C=O. The catalyst is C(OCC)(=O)C.[C-]#N.[Zn+2].[C-]#N.Cl[Pd]Cl.C1(P(C2C=CC=CC=2)[C-]2C=CC=C2)C=CC=CC=1.[C-]1(P(C2C=CC=CC=2)C2C=CC=CC=2)C=CC=C1.[Fe+2]. The product is [Cl:9][C:4]1[CH:3]=[C:2]([CH:7]=[C:6]([F:8])[CH:5]=1)[C:13]#[N:14]. The yield is 0.850. (5) The reactants are I[C:2]1[CH:7]=[C:6]([N+:8]([O-:10])=[O:9])[CH:5]=[C:4]([O:11][CH3:12])[CH:3]=1.[C:13]1(B(O)O)[CH:18]=[CH:17][CH:16]=[CH:15][CH:14]=1.C(=O)([O-])[O-].[K+].[K+].C1(C)C=CC=CC=1. The catalyst is C(O)C.C1(P([Pd-4](P(C2C=CC=CC=2)(C2C=CC=CC=2)C2C=CC=CC=2)(P(C2C=CC=CC=2)(C2C=CC=CC=2)C2C=CC=CC=2)P(C2C=CC=CC=2)(C2C=CC=CC=2)C2C=CC=CC=2)(C2C=CC=CC=2)C2C=CC=CC=2)C=CC=CC=1. The product is [CH3:12][O:11][C:4]1[CH:3]=[C:2]([C:13]2[CH:18]=[CH:17][CH:16]=[CH:15][CH:14]=2)[CH:7]=[C:6]([N+:8]([O-:10])=[O:9])[CH:5]=1. The yield is 0.810.